From a dataset of Catalyst prediction with 721,799 reactions and 888 catalyst types from USPTO. Predict which catalyst facilitates the given reaction. (1) Reactant: [C:1]1([C:7]2[O:11][N:10]=[C:9]([C:12](F)=[O:13])[C:8]=2[C:15]([F:18])([F:17])[F:16])[CH:6]=[CH:5][CH:4]=[CH:3][CH:2]=1.CCCC[N+](CCCC)(CCCC)CCCC.[F-].C1COCC1.[OH:42][C@@H:43]([C:56]1[CH:61]=[CH:60][C:59](/[C:62](=[N:64]/O)/[NH2:63])=[CH:58][CH:57]=1)[CH2:44][N:45]1[CH2:50][CH2:49][CH2:48][C@H:47]([C:51]([O:53][CH2:54][CH3:55])=[O:52])[CH2:46]1. Product: [OH:42][C@@H:43]([C:56]1[CH:61]=[CH:60][C:59]([C:62]2[N:64]=[C:12]([C:9]3[C:8]([C:15]([F:18])([F:17])[F:16])=[C:7]([C:1]4[CH:6]=[CH:5][CH:4]=[CH:3][CH:2]=4)[O:11][N:10]=3)[O:13][N:63]=2)=[CH:58][CH:57]=1)[CH2:44][N:45]1[CH2:50][CH2:49][CH2:48][C@H:47]([C:51]([O:53][CH2:54][CH3:55])=[O:52])[CH2:46]1. The catalyst class is: 115. (2) Reactant: [CH3:1][O:2][C:3]1[CH:4]=[C:5]2[C:10](=[CH:11][CH:12]=1)[CH:9]([C:13]1[CH:18]=[CH:17][C:16](OS(C(F)(F)F)(=O)=O)=[CH:15][CH:14]=1)[CH:8]([C:27]1[CH:32]=[CH:31][CH:30]=[CH:29][CH:28]=1)[CH2:7][CH2:6]2.[C:33]([O:37][CH3:38])(=[O:36])[CH:34]=[CH2:35]. Product: [CH3:38][O:37][C:33](=[O:36])[CH:34]=[CH:35][C:16]1[CH:15]=[CH:14][C:13]([CH:9]2[C:10]3[C:5](=[CH:4][C:3]([O:2][CH3:1])=[CH:12][CH:11]=3)[CH2:6][CH2:7][CH:8]2[C:27]2[CH:32]=[CH:31][CH:30]=[CH:29][CH:28]=2)=[CH:18][CH:17]=1. The catalyst class is: 23. (3) Reactant: [NH2:1][C:2]1[CH:6]=[CH:5][NH:4][N:3]=1.CCN(C(C)C)C(C)C.[C:16]([O:20][C:21]([NH:23][CH:24]([CH2:37][C:38]1([F:43])[CH2:42][CH2:41][CH2:40][CH2:39]1)[C:25]([NH:27][C:28]1([CH:32]([OH:36])[C:33](O)=[O:34])[CH2:31][CH2:30][CH2:29]1)=[O:26])=[O:22])([CH3:19])([CH3:18])[CH3:17].CN(C(ON1N=NC2C=CC=NC1=2)=[N+](C)C)C.F[P-](F)(F)(F)(F)F. Product: [C:16]([O:20][C:21](=[O:22])[NH:23][CH:24]([C:25](=[O:26])[NH:27][C:28]1([CH:32]([OH:36])[C:33](=[O:34])[NH:1][C:2]2[CH:6]=[CH:5][NH:4][N:3]=2)[CH2:31][CH2:30][CH2:29]1)[CH2:37][C:38]1([F:43])[CH2:42][CH2:41][CH2:40][CH2:39]1)([CH3:19])([CH3:17])[CH3:18]. The catalyst class is: 85. (4) Reactant: C([O:3][C:4]([C:6]1([NH:15][C:16](=[O:28])[C:17]2[CH:22]=[CH:21][CH:20]=[C:19]([CH3:23])[C:18]=2[CH:24]=[C:25]([CH3:27])[CH3:26])[CH2:14][C:13]2[C:8](=[CH:9][CH:10]=[CH:11][CH:12]=2)[CH2:7]1)=[O:5])C.[OH-].[K+].O. Product: [CH3:23][C:19]1[C:18]([CH:24]=[C:25]([CH3:27])[CH3:26])=[C:17]([CH:22]=[CH:21][CH:20]=1)[C:16]([NH:15][C:6]1([C:4]([OH:5])=[O:3])[CH2:14][C:13]2[C:8](=[CH:9][CH:10]=[CH:11][CH:12]=2)[CH2:7]1)=[O:28]. The catalyst class is: 14. (5) Reactant: [CH2:1]([N:4]=[C:5]=[O:6])[CH:2]=[CH2:3].ON[C:9]([O:11]CC)=[O:10].C([N:16](CC)CC)C. Product: [CH2:1]([N:4]1[C:9](=[O:10])[O:11][NH:16][C:5]1=[O:6])[CH:2]=[CH2:3]. The catalyst class is: 21. (6) Reactant: [Br:1][C:2]1[CH:7]=[CH:6][C:5]([N:8]2[CH:12]=[CH:11][N:10]=[CH:9]2)=[CH:4][CH:3]=1.Br[CH2:14][CH2:15][CH2:16][CH2:17][CH2:18][CH2:19][CH3:20]. Product: [Br-:1].[Br:1][C:2]1[CH:3]=[CH:4][C:5]([N+:8]2[CH:12]=[CH:11][N:10]([CH2:14][CH2:15][CH2:16][CH2:17][CH2:18][CH2:19][CH3:20])[CH:9]=2)=[CH:6][CH:7]=1. The catalyst class is: 1. (7) Reactant: [CH3:1][C:2]1[CH:7]=[CH:6][C:5]([CH2:8][NH:9][CH:10]2[CH2:15][CH2:14][N:13]([CH2:16][C:17]3[CH:22]=[CH:21][CH:20]=[CH:19][CH:18]=3)[CH2:12][CH2:11]2)=[CH:4][CH:3]=1.C(N(C(C)C)CC)(C)C.[CH3:32][O:33][C:34]1[CH:39]=[CH:38][C:37]([CH2:40][C:41]([Cl:43])=[O:42])=[CH:36][CH:35]=1.[OH-].[Na+]. Product: [ClH:43].[CH3:1][C:2]1[CH:3]=[CH:4][C:5]([CH2:8][N:9]([CH:10]2[CH2:11][CH2:12][N:13]([CH2:16][C:17]3[CH:22]=[CH:21][CH:20]=[CH:19][CH:18]=3)[CH2:14][CH2:15]2)[C:41](=[O:42])[CH2:40][C:37]2[CH:38]=[CH:39][C:34]([O:33][CH3:32])=[CH:35][CH:36]=2)=[CH:6][CH:7]=1.[ClH:43]. The catalyst class is: 4. (8) Product: [CH3:1][O:2][C:3]1[CH:4]=[CH:5][C:6]([CH2:7][N:8]2[C:17]3[C:12](=[N:13][CH:14]=[C:15]([N:18]4[CH2:21][C:20](=[O:22])[CH2:19]4)[CH:16]=3)[CH:11]=[CH:10][C:9]2=[O:23])=[CH:24][CH:25]=1. The catalyst class is: 16. Reactant: [CH3:1][O:2][C:3]1[CH:25]=[CH:24][C:6]([CH2:7][N:8]2[C:17]3[C:12](=[N:13][CH:14]=[C:15]([N:18]4[CH2:21][CH:20]([OH:22])[CH2:19]4)[CH:16]=3)[CH:11]=[CH:10][C:9]2=[O:23])=[CH:5][CH:4]=1.CCN(CC)CC.S(=O)(=O)=O.N1C=CC=CC=1.C(Cl)Cl.CO. (9) Reactant: [NH2:1][C:2]1[CH:7]=[CH:6][CH:5]=[CH:4][CH:3]=1.C[Al](C)C.[CH2:12]([CH:16]1[CH2:20][O:19][C:18](=[O:21])[CH2:17]1)[CH2:13][CH2:14][CH3:15]. Product: [C:2]1([NH:1][C:18](=[O:21])[CH2:17][CH:16]([CH2:20][OH:19])[CH2:12][CH2:13][CH2:14][CH3:15])[CH:7]=[CH:6][CH:5]=[CH:4][CH:3]=1. The catalyst class is: 11.